This data is from TCR-epitope binding with 47,182 pairs between 192 epitopes and 23,139 TCRs. The task is: Binary Classification. Given a T-cell receptor sequence (or CDR3 region) and an epitope sequence, predict whether binding occurs between them. (1) The epitope is NLDSKVGGNY. The TCR CDR3 sequence is CSVEWVERVTEAFF. Result: 0 (the TCR does not bind to the epitope). (2) The epitope is VLWAHGFEL. The TCR CDR3 sequence is CAIRIRAGADTGELFF. Result: 1 (the TCR binds to the epitope). (3) The epitope is HSKKKCDEL. The TCR CDR3 sequence is CASSLRGSYNEQFF. Result: 0 (the TCR does not bind to the epitope). (4) The epitope is FVDGVPFVV. The TCR CDR3 sequence is CASSDQQGGGTEAFF. Result: 1 (the TCR binds to the epitope). (5) The epitope is RLQSLQTYV. The TCR CDR3 sequence is CASSQGSTEAFF. Result: 0 (the TCR does not bind to the epitope). (6) The epitope is FLNGSCGSV. The TCR CDR3 sequence is CASSPRVGSIHEQYF. Result: 1 (the TCR binds to the epitope). (7) The epitope is SLYNTVATL. The TCR CDR3 sequence is CASSLAERAWGTDTQYF. Result: 0 (the TCR does not bind to the epitope). (8) The epitope is KLNVGDYFV. The TCR CDR3 sequence is CASSLSLINYEQYF. Result: 1 (the TCR binds to the epitope). (9) The epitope is TLIGDCATV. The TCR CDR3 sequence is CASSQGMGQGSGNTEAFF. Result: 0 (the TCR does not bind to the epitope). (10) The epitope is LLWNGPMAV. The TCR CDR3 sequence is CASSPSGGAYGYTF. Result: 1 (the TCR binds to the epitope).